From a dataset of NCI-60 drug combinations with 297,098 pairs across 59 cell lines. Regression. Given two drug SMILES strings and cell line genomic features, predict the synergy score measuring deviation from expected non-interaction effect. Drug 1: CC1=C(C(CCC1)(C)C)C=CC(=CC=CC(=CC(=O)O)C)C. Drug 2: CC(C)(C#N)C1=CC(=CC(=C1)CN2C=NC=N2)C(C)(C)C#N. Cell line: DU-145. Synergy scores: CSS=1.00, Synergy_ZIP=2.79, Synergy_Bliss=2.62, Synergy_Loewe=0.327, Synergy_HSA=-0.175.